Dataset: Reaction yield outcomes from USPTO patents with 853,638 reactions. Task: Predict the reaction yield, written as a fraction of the theoretical maximum amount of product (1.0 means a 100% yield; for example, 0.34 means a 34% yield). (1) The reactants are C([C:3]1[CH:25]=[CH:24][C:6]([C:7]([NH:9][C:10]2[CH:15]=[CH:14][CH:13]=[CH:12][C:11]=2[NH:16][C:17](=[O:23])[O:18][C:19]([CH3:22])([CH3:21])[CH3:20])=[O:8])=[CH:5][CH:4]=1)=O.C1(P(=[CH:45][C:46]([O:48][CH3:49])=[O:47])(C2C=CC=CC=2)C2C=CC=CC=2)C=CC=CC=1.[C:50]1(C)C=CC=CC=1. No catalyst specified. The product is [C:19]([O:18][C:17]([NH:16][C:11]1[CH:12]=[CH:13][CH:14]=[CH:15][C:10]=1[NH:9][C:7]([C:6]1[CH:24]=[CH:25][C:3]([CH:50]=[CH:45][C:46]([O:48][CH3:49])=[O:47])=[CH:4][CH:5]=1)=[O:8])=[O:23])([CH3:20])([CH3:22])[CH3:21]. The yield is 0.970. (2) The reactants are [CH3:1][O:2][C:3]([CH3:8])([CH3:7])[CH2:4][CH2:5][OH:6].[CH2:9](Cl)[CH:10]=[C:11]([CH3:13])[CH3:12]. No catalyst specified. The product is [CH3:1][O:2][C:3]([CH3:8])([CH3:7])[CH2:4][CH2:5][O:6][CH2:9][CH:10]=[C:11]([CH3:13])[CH3:12]. The yield is 0.770. (3) The catalyst is S(=O)(=O)(O)O. The reactants are [ClH:1].[Br:2][C:3]1[CH:14]=[C:13]2[C:6]([NH:7][CH:8]=[C:9]2[CH2:10][CH2:11][NH2:12])=[CH:5][CH:4]=1.[CH:15](=O)[CH2:16][CH:17]([CH3:19])[CH3:18]. The product is [ClH:1].[Br:2][C:3]1[CH:14]=[C:13]2[C:6](=[CH:5][CH:4]=1)[NH:7][C:8]1[CH:15]([CH2:16][CH:17]([CH3:19])[CH3:18])[NH:12][CH2:11][CH2:10][C:9]2=1. The yield is 0.920. (4) The reactants are [C:1]1([N:7]2[C:11]([NH:12][C:13](=[O:21])OC3C=CC=CC=3)=[CH:10][C:9]([C:22]3([C:25]([F:28])([F:27])[F:26])[CH2:24][CH2:23]3)=[N:8]2)[CH:6]=[CH:5][CH:4]=[CH:3][CH:2]=1.[CH3:29][O:30][C:31]1[CH:32]=[C:33]2[C:38](=[CH:39][C:40]=1[O:41][CH3:42])[N:37]=[CH:36][N:35]=[C:34]2[O:43][C:44]1[CH:45]=[C:46]([CH:48]=[CH:49][CH:50]=1)[NH2:47]. No catalyst specified. The product is [CH3:29][O:30][C:31]1[CH:32]=[C:33]2[C:38](=[CH:39][C:40]=1[O:41][CH3:42])[N:37]=[CH:36][N:35]=[C:34]2[O:43][C:44]1[CH:45]=[C:46]([NH:47][C:13]([NH:12][C:11]2[N:7]([C:1]3[CH:2]=[CH:3][CH:4]=[CH:5][CH:6]=3)[N:8]=[C:9]([C:22]3([C:25]([F:26])([F:28])[F:27])[CH2:24][CH2:23]3)[CH:10]=2)=[O:21])[CH:48]=[CH:49][CH:50]=1. The yield is 0.710.